Dataset: Peptide-MHC class II binding affinity with 134,281 pairs from IEDB. Task: Regression. Given a peptide amino acid sequence and an MHC pseudo amino acid sequence, predict their binding affinity value. This is MHC class II binding data. (1) The peptide sequence is LLVLAGWLFHVRGAR. The MHC is DRB1_1301 with pseudo-sequence DRB1_1301. The binding affinity (normalized) is 0.808. (2) The peptide sequence is EKIEENGSMRVFVDVI. The MHC is DRB1_1302 with pseudo-sequence DRB1_1302. The binding affinity (normalized) is 0.794.